Predict which catalyst facilitates the given reaction. From a dataset of Catalyst prediction with 721,799 reactions and 888 catalyst types from USPTO. Reactant: Cl.[CH3:2]/[C:3](=[CH:10]\[CH3:11])/[CH2:4][O:5][CH:6]1[CH2:9][NH:8][CH2:7]1.CCN=C=NCCCN(C)C.C1C=CC2N(O)N=NC=2C=1.C(N(C(C)C)CC)(C)C.Cl.[O:43]=[C:44]1[NH:53][C:52]2[N:51]=[CH:50][C:49](/[CH:54]=[CH:55]/[C:56](O)=[O:57])=[CH:48][C:47]=2[CH2:46][CH2:45]1. Product: [CH3:2]/[C:3](=[CH:10]\[CH3:11])/[CH2:4][O:5][CH:6]1[CH2:9][N:8]([C:56](=[O:57])/[CH:55]=[CH:54]/[C:49]2[CH:48]=[C:47]3[C:52](=[N:51][CH:50]=2)[NH:53][C:44](=[O:43])[CH2:45][CH2:46]3)[CH2:7]1. The catalyst class is: 255.